From a dataset of Forward reaction prediction with 1.9M reactions from USPTO patents (1976-2016). Predict the product of the given reaction. (1) Given the reactants [N+:1]([C:4]1[CH:9]=[CH:8][C:7]([S:10](Cl)(=[O:12])=[O:11])=[CH:6][CH:5]=1)([O-:3])=[O:2].[NH2:14][C@H:15]([CH3:18])[CH2:16]O.C(OCC)(=O)C.C(N(CC)C(C)C)(C)C, predict the reaction product. The product is: [CH3:16][CH:15]1[CH2:18][N@:14]1[S:10]([C:7]1[CH:8]=[CH:9][C:4]([N+:1]([O-:3])=[O:2])=[CH:5][CH:6]=1)(=[O:12])=[O:11]. (2) Given the reactants [CH2:1]([O:8][C:9]1[CH:10]=[C:11]([C:18]2[O:19][C:20]([CH3:23])=[CH:21][N:22]=2)[CH:12]=[C:13]([O:16][CH3:17])[C:14]=1Br)[C:2]1[CH:7]=[CH:6][CH:5]=[CH:4][CH:3]=1.C([Li])CCC.[B:29](OC)([O:32]C)[O:30]C, predict the reaction product. The product is: [CH2:1]([O:8][C:9]1[CH:10]=[C:11]([C:18]2[O:19][C:20]([CH3:23])=[CH:21][N:22]=2)[CH:12]=[C:13]([O:16][CH3:17])[C:14]=1[B:29]([OH:32])[OH:30])[C:2]1[CH:7]=[CH:6][CH:5]=[CH:4][CH:3]=1. (3) The product is: [CH3:1][N:2]1[C:6]([CH3:7])=[C:5]([CH2:8][N:10]2[CH2:15][CH2:14][CH:13]([C:16]3[CH:38]=[CH:37][C:19]([C:20]([NH:22][C:23]4[CH:28]=[CH:27][CH:26]=[CH:25][C:24]=4[NH:29][C:30](=[O:36])[O:31][C:32]([CH3:34])([CH3:35])[CH3:33])=[O:21])=[CH:18][CH:17]=3)[CH2:12][CH2:11]2)[CH:4]=[N:3]1. Given the reactants [CH3:1][N:2]1[C:6]([CH3:7])=[C:5]([CH:8]=O)[CH:4]=[N:3]1.[NH:10]1[CH2:15][CH2:14][CH:13]([C:16]2[CH:38]=[CH:37][C:19]([C:20]([NH:22][C:23]3[CH:28]=[CH:27][CH:26]=[CH:25][C:24]=3[NH:29][C:30](=[O:36])[O:31][C:32]([CH3:35])([CH3:34])[CH3:33])=[O:21])=[CH:18][CH:17]=2)[CH2:12][CH2:11]1.C(O)(=O)C.C(O[BH-](OC(=O)C)OC(=O)C)(=O)C.[Na+].C(=O)(O)[O-].[Na+], predict the reaction product. (4) Given the reactants [CH3:1][O:2][C@@H:3]1[CH2:7][CH2:6][N:5]([C:8]([C:10]2[S:18][C:17]3[C:12](=[N:13][CH:14]=[CH:15][C:16]=3[O:19][C:20]3[CH:21]=[CH:22][C:23]4[C:27]([C:28]([OH:30])=O)=[C:26]([CH3:31])[S:25][C:24]=4[CH:32]=3)[CH:11]=2)=[O:9])[CH2:4]1.[CH2:33]([CH2:35][NH2:36])[OH:34].C(N(CC)C(C)C)(C)C.CN(C(ON1N=NC2C=CC=CC1=2)=[N+](C)C)C.F[P-](F)(F)(F)(F)F, predict the reaction product. The product is: [OH:34][CH2:33][CH2:35][NH:36][C:28]([C:27]1[C:23]2[CH:22]=[CH:21][C:20]([O:19][C:16]3[CH:15]=[CH:14][N:13]=[C:12]4[CH:11]=[C:10]([C:8]([N:5]5[CH2:6][CH2:7][C@@H:3]([O:2][CH3:1])[CH2:4]5)=[O:9])[S:18][C:17]=34)=[CH:32][C:24]=2[S:25][C:26]=1[CH3:31])=[O:30]. (5) Given the reactants [NH:1]1[C:5]2[CH:6]=[CH:7][C:8]([NH2:10])=[CH:9][C:4]=2[N:3]=[N:2]1.N1C=CC=CC=1.Cl[C:18]([O:20][C:21]1[CH:26]=[CH:25][CH:24]=[CH:23][CH:22]=1)=[O:19], predict the reaction product. The product is: [NH:1]1[C:5]2[CH:6]=[CH:7][C:8]([NH:10][C:18](=[O:19])[O:20][C:21]3[CH:26]=[CH:25][CH:24]=[CH:23][CH:22]=3)=[CH:9][C:4]=2[N:3]=[N:2]1. (6) Given the reactants [OH:1][CH2:2][C:3]1[CH:12]=[C:11]2[C:6]([C:7]([C:14]3[N:15]=[C:16]([CH3:19])[S:17][CH:18]=3)=[CH:8][C:9](=[O:13])[O:10]2)=[CH:5][CH:4]=1, predict the reaction product. The product is: [CH3:19][C:16]1[S:17][CH:18]=[C:14]([C:7]2[C:6]3[C:11](=[CH:12][C:3]([CH:2]=[O:1])=[CH:4][CH:5]=3)[O:10][C:9](=[O:13])[CH:8]=2)[N:15]=1. (7) Given the reactants [NH2:1][C:2]1[N:7]([C:8]2[CH:13]=[CH:12][CH:11]=[CH:10][CH:9]=2)[C:6](SC)=[N:5][C:4](=[O:16])[CH:3]=1.[Cl:17][C:18]1[CH:24]=[CH:23][C:21]([NH2:22])=[CH:20][CH:19]=1.[K+].[Br-], predict the reaction product. The product is: [NH2:1][C:2]1[N:7]([C:8]2[CH:13]=[CH:12][CH:11]=[CH:10][CH:9]=2)[C:6]([NH:22][C:21]2[CH:23]=[CH:24][C:18]([Cl:17])=[CH:19][CH:20]=2)=[N:5][C:4](=[O:16])[CH:3]=1. (8) Given the reactants [C:1]1([Mg]Br)[CH:6]=[CH:5][CH:4]=[CH:3][CH:2]=1.CO[C:11]1[C:20]2[C:15](=[CH:16][CH:17]=[CH:18][CH:19]=2)[CH:14]=[CH:13][C:12]=1[C:21]([OH:23])=[O:22].O.Cl, predict the reaction product. The product is: [C:1]1([C:11]2[C:20]3[C:15](=[CH:16][CH:17]=[CH:18][CH:19]=3)[CH:14]=[CH:13][C:12]=2[C:21]([OH:23])=[O:22])[CH:6]=[CH:5][CH:4]=[CH:3][CH:2]=1.